This data is from Reaction yield outcomes from USPTO patents with 853,638 reactions. The task is: Predict the reaction yield, written as a fraction of the theoretical maximum amount of product (1.0 means a 100% yield; for example, 0.34 means a 34% yield). (1) The reactants are [Cl:1][C:2]1[CH:10]=[C:9]2[C:5]([C:6]([C:12]3[N:13]=[C:14]4[C:20]([C:21]([N:23]5[CH2:25][CH:24]5[CH3:26])=[O:22])=[CH:19][N:18]([CH2:27][O:28][CH2:29][CH2:30][Si:31]([CH3:34])([CH3:33])[CH3:32])[C:15]4=[N:16][CH:17]=3)=[N:7][N:8]2[CH3:11])=[CH:4][CH:3]=1.C(#N)C.Cl.[C:39]([CH:41]1[CH2:45][CH2:44][NH:43][CH2:42]1)#[N:40].C(N(CC)C(C)C)(C)C. The catalyst is C1COCC1.C(OCC)(=O)C.O. The product is [C:39]([CH:41]1[CH2:45][CH2:44][N:43]([CH2:25][CH:24]([NH:23][C:21]([C:20]2[C:14]3[C:15](=[N:16][CH:17]=[C:12]([C:6]4[C:5]5[C:9](=[CH:10][C:2]([Cl:1])=[CH:3][CH:4]=5)[N:8]([CH3:11])[N:7]=4)[N:13]=3)[N:18]([CH2:27][O:28][CH2:29][CH2:30][Si:31]([CH3:34])([CH3:33])[CH3:32])[CH:19]=2)=[O:22])[CH3:26])[CH2:42]1)#[N:40]. The yield is 0.250. (2) The reactants are [Cl:1][C:2]1[CH:3]=[C:4]2[C:10]([C:11]3[N:16]=[C:15]([NH:17][C@H:18]4[CH2:22][CH2:21][N:20](C(OC(C)(C)C)=O)[CH2:19]4)[C:14]([F:30])=[CH:13][N:12]=3)=[CH:9][N:8]([S:31]([C:34]3[CH:39]=[CH:38][C:37]([CH3:40])=[CH:36][CH:35]=3)(=[O:33])=[O:32])[C:5]2=[N:6][CH:7]=1.Cl. The catalyst is C1COCC1. The product is [Cl:1][C:2]1[CH:3]=[C:4]2[C:10]([C:11]3[N:16]=[C:15]([NH:17][C@H:18]4[CH2:22][CH2:21][NH:20][CH2:19]4)[C:14]([F:30])=[CH:13][N:12]=3)=[CH:9][N:8]([S:31]([C:34]3[CH:39]=[CH:38][C:37]([CH3:40])=[CH:36][CH:35]=3)(=[O:33])=[O:32])[C:5]2=[N:6][CH:7]=1. The yield is 0.880.